From a dataset of Retrosynthesis with 50K atom-mapped reactions and 10 reaction types from USPTO. Predict the reactants needed to synthesize the given product. (1) Given the product CC(=O)c1ccc(N)s1, predict the reactants needed to synthesize it. The reactants are: CC(=O)c1ccc([N+](=O)[O-])s1. (2) Given the product O=[N+]([O-])c1cccc(/C=C/c2cncc(Cl)c2)c1, predict the reactants needed to synthesize it. The reactants are: C=Cc1cccc([N+](=O)[O-])c1.Clc1cncc(Cl)c1.